Dataset: NCI-60 drug combinations with 297,098 pairs across 59 cell lines. Task: Regression. Given two drug SMILES strings and cell line genomic features, predict the synergy score measuring deviation from expected non-interaction effect. (1) Drug 1: C1=CC(=CC=C1C#N)C(C2=CC=C(C=C2)C#N)N3C=NC=N3. Drug 2: CC1=C(C=C(C=C1)C(=O)NC2=CC(=CC(=C2)C(F)(F)F)N3C=C(N=C3)C)NC4=NC=CC(=N4)C5=CN=CC=C5. Cell line: CAKI-1. Synergy scores: CSS=-16.1, Synergy_ZIP=8.74, Synergy_Bliss=3.82, Synergy_Loewe=-4.75, Synergy_HSA=-8.54. (2) Synergy scores: CSS=4.11, Synergy_ZIP=1.33, Synergy_Bliss=6.77, Synergy_Loewe=2.53, Synergy_HSA=3.54. Cell line: HT29. Drug 1: CC12CCC3C(C1CCC2O)C(CC4=C3C=CC(=C4)O)CCCCCCCCCS(=O)CCCC(C(F)(F)F)(F)F. Drug 2: COC1=C2C(=CC3=C1OC=C3)C=CC(=O)O2. (3) Drug 1: C1=NC2=C(N=C(N=C2N1C3C(C(C(O3)CO)O)O)F)N. Drug 2: CC1C(C(CC(O1)OC2CC(OC(C2O)C)OC3=CC4=CC5=C(C(=O)C(C(C5)C(C(=O)C(C(C)O)O)OC)OC6CC(C(C(O6)C)O)OC7CC(C(C(O7)C)O)OC8CC(C(C(O8)C)O)(C)O)C(=C4C(=C3C)O)O)O)O. Cell line: OVCAR-4. Synergy scores: CSS=25.2, Synergy_ZIP=0.264, Synergy_Bliss=-0.445, Synergy_Loewe=-33.1, Synergy_HSA=-0.813. (4) Drug 1: C1=CC(=CC=C1CCC2=CNC3=C2C(=O)NC(=N3)N)C(=O)NC(CCC(=O)O)C(=O)O. Drug 2: C(CC(=O)O)C(=O)CN.Cl. Cell line: A549. Synergy scores: CSS=36.4, Synergy_ZIP=-6.36, Synergy_Bliss=-7.99, Synergy_Loewe=-33.4, Synergy_HSA=-4.67.